The task is: Predict the reactants needed to synthesize the given product.. This data is from Full USPTO retrosynthesis dataset with 1.9M reactions from patents (1976-2016). (1) Given the product [CH2:13]([S:15]([C:18]1[CH:19]=[C:20]([C:24]2[C:29]3[C:30]4[CH:36]=[C:35]([CH3:37])[CH:34]=[N:33][C:31]=4[NH:32][C:28]=3[C:27]([O:38][CH2:39][C@@H:40]([OH:8])[CH3:41])=[N:26][CH:25]=2)[CH:21]=[CH:22][CH:23]=1)(=[O:16])=[O:17])[CH3:14], predict the reactants needed to synthesize it. The reactants are: C([O:8][C@@H](C)CO)C1C=CC=CC=1.[CH2:13]([S:15]([C:18]1[CH:19]=[C:20]([C:24]2[C:29]3[C:30]4[CH:36]=[C:35]([CH3:37])[CH:34]=[N:33][C:31]=4[NH:32][C:28]=3[C:27]([O:38][CH2:39][CH2:40][CH2:41]N(C)C)=[N:26][CH:25]=2)[CH:21]=[CH:22][CH:23]=1)(=[O:17])=[O:16])[CH3:14]. (2) The reactants are: [CH3:1][O:2][C:3](=[O:13])[C:4]1[CH:9]=[CH:8][C:7]([CH2:10][OH:11])=[C:6]([NH2:12])[CH:5]=1. Given the product [CH3:1][O:2][C:3](=[O:13])[C:4]1[CH:9]=[CH:8][C:7]([CH:10]=[O:11])=[C:6]([NH2:12])[CH:5]=1, predict the reactants needed to synthesize it.